From a dataset of Reaction yield outcomes from USPTO patents with 853,638 reactions. Predict the reaction yield, written as a fraction of the theoretical maximum amount of product (1.0 means a 100% yield; for example, 0.34 means a 34% yield). (1) The reactants are [NH:1]1[C:5]2[CH:6]=[CH:7][CH:8]=[CH:9][C:4]=2[N:3]=[C:2]1[C:10]1[C:18]2[C:13](=[CH:14][CH:15]=[C:16]([N+:19]([O-])=O)[CH:17]=2)[N:12]([CH:22]2[CH2:27][CH2:26][CH2:25][CH2:24][O:23]2)[N:11]=1.[H][H]. The catalyst is C(O)C.[Pd]. The product is [NH:3]1[C:4]2[CH:9]=[CH:8][CH:7]=[CH:6][C:5]=2[N:1]=[C:2]1[C:10]1[C:18]2[C:13](=[CH:14][CH:15]=[C:16]([NH2:19])[CH:17]=2)[N:12]([CH:22]2[CH2:27][CH2:26][CH2:25][CH2:24][O:23]2)[N:11]=1. The yield is 0.600. (2) The reactants are [C:1]1(=[O:8])O[C:5](=[O:6])[CH:4]=[C:2]1[CH3:3].[NH2:9][C:10]1[CH:15]=[CH:14][C:13]([Br:16])=[CH:12][N:11]=1. The catalyst is C1(C)C=CC=CC=1. The product is [Br:16][C:13]1[CH:14]=[CH:15][C:10]([N:9]2[C:5](=[O:6])[CH:4]=[C:2]([CH3:3])[C:1]2=[O:8])=[N:11][CH:12]=1. The yield is 0.710. (3) The reactants are [NH2:1][C:2]1[CH:3]=[C:4]([CH:19]=[CH:20][C:21]=1[CH3:22])[O:5][C:6]1[CH:7]=[CH:8][C:9]2[N:10]([CH:12]=[C:13]([NH:15][C:16](=[O:18])[CH3:17])[N:14]=2)[N:11]=1.[CH3:23][N:24]1[CH:28]=[CH:27][N:26]=[C:25]1[C:29](O)=[O:30].Cl.C(N=C=NCCCN(C)C)C.ON1C2C=CC=CC=2N=N1.C(=O)([O-])O.[Na+]. The catalyst is CN(C)C=O. The product is [C:16]([NH:15][C:13]1[N:14]=[C:9]2[CH:8]=[CH:7][C:6]([O:5][C:4]3[CH:19]=[CH:20][C:21]([CH3:22])=[C:2]([NH:1][C:29]([C:25]4[N:24]([CH3:23])[CH:28]=[CH:27][N:26]=4)=[O:30])[CH:3]=3)=[N:11][N:10]2[CH:12]=1)(=[O:18])[CH3:17]. The yield is 0.560. (4) The reactants are [CH3:1][NH:2][CH3:3].[CH2:4]=O.[N+:6]([C:9]1[CH:17]=[C:16]2[C:12]([CH:13]=[CH:14][NH:15]2)=[CH:11][CH:10]=1)([O-:8])=[O:7].[OH-].[Na+]. The catalyst is C(O)(=O)C. The product is [CH3:1][N:2]([CH3:4])[CH2:3][C:13]1[C:12]2[C:16](=[CH:17][C:9]([N+:6]([O-:8])=[O:7])=[CH:10][CH:11]=2)[NH:15][CH:14]=1. The yield is 0.870.